This data is from Reaction yield outcomes from USPTO patents with 853,638 reactions. The task is: Predict the reaction yield, written as a fraction of the theoretical maximum amount of product (1.0 means a 100% yield; for example, 0.34 means a 34% yield). (1) The catalyst is ClCCl.CO. The product is [C:1]([O:6][CH2:7][C:8]1[CH:13]=[CH:12][CH:11]=[CH:10][CH:9]=1)(=[O:5])[C:2]([CH3:3])=[O:14]. The yield is 1.00. The reactants are [C:1]([O:6][CH2:7][C:8]1[CH:13]=[CH:12][CH:11]=[CH:10][CH:9]=1)(=[O:5])[C:2](C)=[CH2:3].[O:14]=[O+][O-].CSC. (2) The reactants are [NH2:1]/[C:2](/OCC)=[CH:3]\[C:4](=O)[C:5]([F:8])([F:7])[F:6].S(O)(O)(=O)=O.[CH3:18][NH:19][NH2:20]. No catalyst specified. The product is [CH3:18][N:19]1[C:4]([C:5]([F:8])([F:7])[F:6])=[CH:3][C:2]([NH2:1])=[N:20]1. The yield is 0.230. (3) The reactants are [NH2:1][C:2]1[N:3]=[C:4]([N:19]2[CH2:24][CH2:23][N:22]([C:25](=[O:31])[CH2:26][C:27]([O:29]C)=O)[CH2:21][CH2:20]2)[C:5]2[N:11]=[C:10]([C:12]3[CH:17]=[CH:16][C:15]([F:18])=[CH:14][CH:13]=3)[CH:9]=[CH:8][C:6]=2[N:7]=1.[Cl:32][C:33]1[CH:39]=[CH:38][C:36]([NH2:37])=[CH:35][CH:34]=1.CCN(C(C)C)C(C)C. The catalyst is O1CCOCC1. The product is [NH2:1][C:2]1[N:3]=[C:4]([N:19]2[CH2:20][CH2:21][N:22]([C:25](=[O:31])[CH2:26][C:27](=[O:29])[NH:37][C:36]3[CH:38]=[CH:39][C:33]([Cl:32])=[CH:34][CH:35]=3)[CH2:23][CH2:24]2)[C:5]2[N:11]=[C:10]([C:12]3[CH:13]=[CH:14][C:15]([F:18])=[CH:16][CH:17]=3)[CH:9]=[CH:8][C:6]=2[N:7]=1. The yield is 0.290. (4) The reactants are [Cl:1][C:2]1[CH:3]=[C:4]([CH2:9][C:10]([OH:12])=O)[CH:5]=[CH:6][C:7]=1[Cl:8].CN(C(ON1N=NC2C=CC=CC1=2)=[N+](C)C)C.F[P-](F)(F)(F)(F)F.[NH2:37][C:38]1[S:39][CH:40]=[CH:41][N:42]=1.C(N(C(C)C)CC)(C)C. The catalyst is CN(C)C=O.O. The product is [Cl:1][C:2]1[CH:3]=[C:4]([CH2:9][C:10]([NH:37][C:38]2[S:39][CH:40]=[CH:41][N:42]=2)=[O:12])[CH:5]=[CH:6][C:7]=1[Cl:8]. The yield is 0.700. (5) The reactants are C(=O)([O-])[O-].[Cs+].[Cs+].Cl.[CH2:8]1[C:13]2([CH2:18][CH2:17][N:16]([C:19]([O:21][C:22]([CH3:25])([CH3:24])[CH3:23])=[O:20])[CH2:15][CH2:14]2)[CH2:12][NH:11][CH2:10][CH2:9]1.Br[CH2:27][CH2:28][C:29]#[CH:30]. The catalyst is C(#N)C. The product is [CH2:30]([N:11]1[CH2:12][C:13]2([CH2:14][CH2:15][N:16]([C:19]([O:21][C:22]([CH3:25])([CH3:24])[CH3:23])=[O:20])[CH2:17][CH2:18]2)[CH2:8][CH2:9][CH2:10]1)[CH2:29][C:28]#[CH:27]. The yield is 0.980.